The task is: Predict the reaction yield, written as a fraction of the theoretical maximum amount of product (1.0 means a 100% yield; for example, 0.34 means a 34% yield).. This data is from Reaction yield outcomes from USPTO patents with 853,638 reactions. (1) The product is [CH3:39][O:38][C:36]([NH:1][CH:2]1[C:11]2[C:6](=[CH:7][CH:8]=[C:9]([NH:12][C:13]([C:15]3[C:24](=[O:25])[C:23]4[C:18](=[CH:19][CH:20]=[CH:21][CH:22]=4)[NH:17][CH:16]=3)=[O:14])[CH:10]=2)[CH2:5][CH2:4][CH2:3]1)=[O:37]. The yield is 0.350. The reactants are [NH2:1][CH:2]1[C:11]2[C:6](=[CH:7][CH:8]=[C:9]([NH:12][C:13]([C:15]3[C:24](=[O:25])[C:23]4[C:18](=[CH:19][CH:20]=[CH:21][CH:22]=4)[NH:17][CH:16]=3)=[O:14])[CH:10]=2)[CH2:5][CH2:4][CH2:3]1.CCN(C(C)C)C(C)C.Cl[C:36]([O:38][CH3:39])=[O:37].N1CCCCC1. The catalyst is CO. (2) The reactants are [OH:1][C:2]1[CH:10]=[CH:9][C:5]([C:6]([OH:8])=[O:7])=[CH:4][C:3]=1[CH3:11].[CH3:12]N(C=O)C.S(Cl)(Cl)=O. The catalyst is CO. The product is [OH:1][C:2]1[CH:10]=[CH:9][C:5]([C:6]([O:8][CH3:12])=[O:7])=[CH:4][C:3]=1[CH3:11]. The yield is 0.960. (3) The reactants are [NH2:1][C@H:2]1[C@@H:7]([CH2:8]O)[CH2:6][CH2:5][N:4]([C:10]([O:12][C:13]([CH3:16])([CH3:15])[CH3:14])=[O:11])[CH2:3]1.C(N(CC)CC)C.[N+:24]([C:27]1[CH:32]=[CH:31][CH:30]=[CH:29][C:28]=1[S:33](Cl)(=[O:35])=[O:34])([O-:26])=[O:25]. The catalyst is C(Cl)Cl. The product is [N+:24]([C:27]1[CH:32]=[CH:31][CH:30]=[CH:29][C:28]=1[S:33]([N:1]1[C@H:2]2[C@H:7]([CH2:6][CH2:5][N:4]([C:10]([O:12][C:13]([CH3:16])([CH3:15])[CH3:14])=[O:11])[CH2:3]2)[CH2:8]1)(=[O:35])=[O:34])([O-:26])=[O:25]. The yield is 0.700.